From a dataset of M1 muscarinic receptor agonist screen with 61,833 compounds. Binary Classification. Given a drug SMILES string, predict its activity (active/inactive) in a high-throughput screening assay against a specified biological target. The compound is Clc1n(nc(Cl)n1)CC(=O)N1CCCCC1. The result is 0 (inactive).